From a dataset of Human liver microsome stability data. Regression/Classification. Given a drug SMILES string, predict its absorption, distribution, metabolism, or excretion properties. Task type varies by dataset: regression for continuous measurements (e.g., permeability, clearance, half-life) or binary classification for categorical outcomes (e.g., BBB penetration, CYP inhibition). Dataset: hlm. (1) The compound is Cc1noc(-c2ccccc2)c1CCN1Cc2ccc(/C=C/C(=O)NO)cc2C1. The result is 1 (stable in human liver microsomes). (2) The drug is Nc1ncnc2c1c(Oc1cc(C(F)(F)F)ccn1)nn2C1CCC(O)C1. The result is 0 (unstable in human liver microsomes). (3) The drug is Cc1ccc(Sc2ccccc2N2CCNCC2)c(C)c1. The result is 0 (unstable in human liver microsomes). (4) The drug is CS(=O)(=O)c1cnc(O[C@H]2CC[C@H](OC3CCN(C(=O)OC(C(F)(F)F)C(F)(F)F)CC3)CC2)cn1. The result is 0 (unstable in human liver microsomes).